From a dataset of Forward reaction prediction with 1.9M reactions from USPTO patents (1976-2016). Predict the product of the given reaction. (1) Given the reactants [CH:1]([C:3]1[CH:4]=[CH:5][C:6]([OH:13])=[C:7]([CH:12]=1)[C:8]([O:10][CH3:11])=[O:9])=O.[CH3:14][O:15][C:16]1[CH:25]=[CH:24][C:19]2[N:20]=[C:21]([NH2:23])[S:22][C:18]=2[CH:17]=1.[P:26]([O-:31])([O:29][CH3:30])[O:27][CH3:28].ClCCl.CCOC(C)=O, predict the reaction product. The product is: [CH3:28][O:27][P:26]([CH:1]([NH:23][C:21]1[S:22][C:18]2[CH:17]=[C:16]([O:15][CH3:14])[CH:25]=[CH:24][C:19]=2[N:20]=1)[C:3]1[CH:4]=[CH:5][C:6]([OH:13])=[C:7]([CH:12]=1)[C:8]([O:10][CH3:11])=[O:9])([O:29][CH3:30])=[O:31]. (2) Given the reactants [F:1][C:2]([F:30])([CH2:28][OH:29])[CH2:3][N:4]1[C:8]([C:9]2[CH:14]=[CH:13][C:12]([F:15])=[CH:11][CH:10]=2)=[C:7]([C:16]2[CH:17]=[CH:18][C:19]3[O:24][CH2:23][C:22](=[O:25])[NH:21][C:20]=3[CH:26]=2)[C:6]([CH3:27])=[N:5]1.[C:31](OC(=O)C)(=[O:33])[CH3:32], predict the reaction product. The product is: [C:31]([O:29][CH2:28][C:2]([F:1])([F:30])[CH2:3][N:4]1[C:8]([C:9]2[CH:10]=[CH:11][C:12]([F:15])=[CH:13][CH:14]=2)=[C:7]([C:16]2[CH:17]=[CH:18][C:19]3[O:24][CH2:23][C:22](=[O:25])[NH:21][C:20]=3[CH:26]=2)[C:6]([CH3:27])=[N:5]1)(=[O:33])[CH3:32]. (3) Given the reactants [F:1][C:2]1[CH:24]=[CH:23][C:5]([O:6][C:7]2[CH:8]=[C:9]3[C:13](=[CH:14][C:15]=2[C:16]([NH2:18])=[O:17])[N:12]([CH2:19][CH:20]([CH3:22])[CH3:21])[N:11]=[CH:10]3)=[CH:4][CH:3]=1.C(N1C=CN=C1)(N1C=CN=C1)=O.[CH3:37][N:38]1[CH2:43][CH2:42]N[CH2:40][CH2:39]1, predict the reaction product. The product is: [F:1][C:2]1[CH:24]=[CH:23][C:5]([O:6][C:7]2[CH:8]=[C:9]3[C:13](=[CH:14][C:15]=2[C:16]([N:18]2[CH2:42][CH2:43][N:38]([CH3:37])[CH2:39][CH2:40]2)=[O:17])[N:12]([CH2:19][CH:20]([CH3:22])[CH3:21])[N:11]=[CH:10]3)=[CH:4][CH:3]=1. (4) Given the reactants Br[C:2]1[CH:7]=[CH:6][C:5]([CH2:8][O:9][CH2:10][C@H:11]([O:13][CH2:14][CH3:15])[CH3:12])=[C:4](C)[C:3]=1OC.[B:28]1([B:28]2[O:32][C:31]([CH3:34])([CH3:33])[C:30]([CH3:36])([CH3:35])[O:29]2)[O:32][C:31]([CH3:34])([CH3:33])[C:30]([CH3:36])([CH3:35])[O:29]1.[C:37]([O-:40])(=O)C.[K+].[CH3:42]S(C)=O, predict the reaction product. The product is: [CH2:14]([O:13][C@H:11]([CH3:12])[CH2:10][O:9][CH2:8][C:5]1[CH:6]=[CH:7][C:2]([B:28]2[O:29][C:30]([CH3:35])([CH3:36])[C:31]([CH3:33])([CH3:34])[O:32]2)=[C:3]([CH2:42][O:40][CH3:37])[CH:4]=1)[CH3:15]. (5) Given the reactants [NH2:1][C:2]1[C:7]([C:8]([O:10]CC)=O)=[CH:6][N:5]=[C:4]([S:13][CH3:14])[N:3]=1.[H-].[Na+].[Cl:17][C:18]1[CH:23]=[CH:22][CH:21]=[C:20]([CH3:24])[C:19]=1[N:25]=[C:26]=[O:27].Cl, predict the reaction product. The product is: [Cl:17][C:18]1[CH:23]=[CH:22][CH:21]=[C:20]([CH3:24])[C:19]=1[N:25]1[C:8](=[O:10])[C:7]2[C:2](=[N:3][C:4]([S:13][CH3:14])=[N:5][CH:6]=2)[NH:1][C:26]1=[O:27].